This data is from Forward reaction prediction with 1.9M reactions from USPTO patents (1976-2016). The task is: Predict the product of the given reaction. (1) Given the reactants [F:1][C:2]1[C:7]([N:8](C)[C:9](=O)C(C)(C)C)=[CH:6][CH:5]=[C:4]([C:16]2[S:17][C:18]3[CH:24]=[C:23]([O:25][CH3:26])[CH:22]=[CH:21][C:19]=3[N:20]=2)[N:3]=1, predict the reaction product. The product is: [F:1][C:2]1[C:7]([NH:8][CH3:9])=[CH:6][CH:5]=[C:4]([C:16]2[S:17][C:18]3[CH:24]=[C:23]([O:25][CH3:26])[CH:22]=[CH:21][C:19]=3[N:20]=2)[N:3]=1. (2) Given the reactants [CH3:1][O:2][C:3]([CH2:5]P(OC)(OC)=O)=[O:4].C[O-].[Na+].[O:15]([CH2:22][CH2:23][N:24]1[CH:28]=[C:27]([CH:29]=O)[CH:26]=[N:25]1)[C:16]1[CH:21]=[CH:20][CH:19]=[CH:18][CH:17]=1, predict the reaction product. The product is: [O:15]([CH2:22][CH2:23][N:24]1[CH:28]=[C:27](/[CH:29]=[CH:5]/[C:3]([O:2][CH3:1])=[O:4])[CH:26]=[N:25]1)[C:16]1[CH:21]=[CH:20][CH:19]=[CH:18][CH:17]=1. (3) Given the reactants C([O:5][C:6](=[O:31])[CH2:7][N:8]1[CH2:16][CH2:15][N:14]([CH2:17][C:18]2[S:19][CH:20]=[CH:21][CH:22]=2)[CH2:13][CH2:12][N:11]([CH2:23][C:24]([O:26]C(C)(C)C)=[O:25])[CH2:10][CH2:9]1)(C)(C)C.Cl.C(OCC)C, predict the reaction product. The product is: [C:6]([CH2:7][N:8]1[CH2:16][CH2:15][N:14]([CH2:17][C:18]2[S:19][CH:20]=[CH:21][CH:22]=2)[CH2:13][CH2:12][N:11]([CH2:23][C:24]([OH:26])=[O:25])[CH2:10][CH2:9]1)([OH:31])=[O:5]. (4) Given the reactants [C:1]([O:5][C:6](=[O:19])[C:7]([S:10][C:11]1[S:12][CH:13]=[C:14]([CH2:16][CH2:17][OH:18])[N:15]=1)([CH3:9])[CH3:8])(C)(C)[CH3:2].FC(F)(F)C(O)=O, predict the reaction product. The product is: [CH2:1]([O:5][C:6](=[O:19])[C:7]([S:10][C:11]1[S:12][CH:13]=[C:14]([CH2:16][CH2:17][OH:18])[N:15]=1)([CH3:9])[CH3:8])[CH3:2]. (5) Given the reactants [C:1](Cl)(=[O:3])[CH3:2].[NH2:5][C:6]1[N:10]([C:11]2[C:16]([Cl:17])=[CH:15][C:14]([C:18]([F:21])([F:20])[F:19])=[CH:13][C:12]=2[Cl:22])[N:9]=[C:8]([CH:23]=[N:24][OH:25])[C:7]=1[S:26]([CH3:28])=[O:27].C(N(CC)CC)C, predict the reaction product. The product is: [C:1]([O:25][N:24]=[CH:23][C:8]1[C:7]([S:26]([CH3:28])=[O:27])=[C:6]([NH2:5])[N:10]([C:11]2[C:16]([Cl:17])=[CH:15][C:14]([C:18]([F:21])([F:20])[F:19])=[CH:13][C:12]=2[Cl:22])[N:9]=1)(=[O:3])[CH3:2]. (6) Given the reactants [OH:1][C:2]1([C:5]([OH:7])=O)[CH2:4][CH2:3]1.C1N=CN(C(N2C=NC=C2)=O)C=1.[F:20][C:21]1([F:41])[CH2:24][N:23]([C:25]2[C:26]([O:35][CH2:36][C:37]([F:40])([F:39])[F:38])=[CH:27][C:28]([C:31](=[N:33]O)[NH2:32])=[N:29][CH:30]=2)[CH2:22]1, predict the reaction product. The product is: [F:41][C:21]1([F:20])[CH2:24][N:23]([C:25]2[C:26]([O:35][CH2:36][C:37]([F:38])([F:40])[F:39])=[CH:27][C:28]([C:31]3[N:32]=[C:5]([C:2]4([OH:1])[CH2:4][CH2:3]4)[O:7][N:33]=3)=[N:29][CH:30]=2)[CH2:22]1. (7) Given the reactants Br[CH2:2][C:3]1[C:4]([C:13]([F:16])([F:15])[F:14])=[N:5][N:6]([C:9]([CH3:12])([CH3:11])[CH3:10])[C:7]=1[Cl:8].CN(C)C=O.O.[SH-:23].[Na+], predict the reaction product. The product is: [C:9]([N:6]1[C:7]([Cl:8])=[C:3]([CH2:2][SH:23])[C:4]([C:13]([F:16])([F:15])[F:14])=[N:5]1)([CH3:12])([CH3:11])[CH3:10]. (8) Given the reactants C(OC1C=CC(F)=CC=1C1C(CN)=CC2C(=C(Cl)C=CC=2)N=1)C1C=CC=CC=1.CCN(C(C)C)C(C)C.ClC1N=CN=C2C=1NC=N2.N1C(N)=C2C(NC=N2)=NC=1.[Cl:58][C:59]1[CH:60]=[CH:61][CH:62]=[C:63]2[C:68]=1[N:67]=[C:66]([C:69]1[CH:74]=[CH:73][CH:72]=[C:71]([F:75])[CH:70]=1)[C:65]([C@H:76]([NH:78][C:79]1[N:87]=[CH:86][N:85]=[C:84]3[C:80]=1[N:81]=[CH:82][NH:83]3)[CH3:77])=[CH:64]2, predict the reaction product. The product is: [Cl:58][C:59]1[CH:60]=[CH:61][CH:62]=[C:63]2[C:68]=1[N:67]=[C:66]([C:69]1[CH:74]=[CH:73][CH:72]=[C:71]([F:75])[CH:70]=1)[C:65]([C@@H:76]([NH:78][C:79]1[N:87]=[CH:86][N:85]=[C:84]3[C:80]=1[N:81]=[CH:82][NH:83]3)[CH3:77])=[CH:64]2. (9) Given the reactants [Cl:1][C:2]1[CH:3]=[CH:4][C:5](I)=[N:6][CH:7]=1.Br[C:10]([F:17])([F:16])[C:11]([O:13][CH2:14][CH3:15])=[O:12].[Cl-].[NH4+], predict the reaction product. The product is: [Cl:1][C:2]1[CH:3]=[CH:4][C:5]([C:10]([F:17])([F:16])[C:11]([O:13][CH2:14][CH3:15])=[O:12])=[N:6][CH:7]=1. (10) Given the reactants Cl[CH2:2][CH2:3][CH2:4][CH2:5][CH2:6][NH:7][C:8]1[C:17]2[C:12](=[CH:13][CH:14]=[CH:15][CH:16]=2)[N:11]=[CH:10][C:9]=1[N+:18]([O-:20])=[O:19].[C:21]1([SH:27])[CH:26]=[CH:25][CH:24]=[CH:23][CH:22]=1, predict the reaction product. The product is: [N+:18]([C:9]1[CH:10]=[N:11][C:12]2[C:17]([C:8]=1[NH:7][CH2:6][CH2:5][CH2:4][CH2:3][CH2:2][S:27][C:21]1[CH:26]=[CH:25][CH:24]=[CH:23][CH:22]=1)=[CH:16][CH:15]=[CH:14][CH:13]=2)([O-:20])=[O:19].